Predict which catalyst facilitates the given reaction. From a dataset of Catalyst prediction with 721,799 reactions and 888 catalyst types from USPTO. (1) Reactant: [F:1][C:2]1[CH:9]=[CH:8][C:7]([N+:10]([O-])=O)=[CH:6][C:3]=1[CH:4]=[O:5].[BH4-].[Na+]. Product: [NH2:10][C:7]1[CH:8]=[CH:9][C:2]([F:1])=[C:3]([CH2:4][OH:5])[CH:6]=1. The catalyst class is: 19. (2) Reactant: [NH:1]1[C:9]2[C:4](=[CH:5][CH:6]=[CH:7][CH:8]=2)[CH2:3][CH2:2]1.Br.Br[CH2:12][CH2:13][NH2:14].ClCCl.CO. Product: [NH2:14][CH2:13][CH2:12][N:1]1[C:9]2[C:4](=[CH:5][CH:6]=[CH:7][CH:8]=2)[CH2:3][CH2:2]1. The catalyst class is: 11. (3) Reactant: [CH:1]([N:4]1[C:8]([C:9]2[N:10]=[C:11]3[C:17]4[CH:18]=[CH:19][C:20]([C:22]([O:24]C)=[O:23])=[CH:21][C:16]=4[O:15][CH2:14][CH2:13][N:12]3[CH:26]=2)=[N:7][C:6]([CH3:27])=[N:5]1)([CH3:3])[CH3:2].[OH-].[Li+]. Product: [CH:1]([N:4]1[C:8]([C:9]2[N:10]=[C:11]3[C:17]4[CH:18]=[CH:19][C:20]([C:22]([OH:24])=[O:23])=[CH:21][C:16]=4[O:15][CH2:14][CH2:13][N:12]3[CH:26]=2)=[N:7][C:6]([CH3:27])=[N:5]1)([CH3:3])[CH3:2]. The catalyst class is: 30. (4) Reactant: [N:1]1[CH:6]=[CH:5][CH:4]=[CH:3][C:2]=1[C:7]1[C:8]([C:15]2[C:24]3[C:19](=[CH:20][C:21]([OH:25])=[CH:22][CH:23]=3)[N:18]=[CH:17][CH:16]=2)=[C:9]2[CH2:14][CH2:13][CH2:12][N:10]2[N:11]=1.Br[CH:27]1[CH2:32][CH2:31][NH:30][CH2:29][CH2:28]1.[C:33](=[O:36])([O-])[O-:34].[Cs+].[Cs+]. Product: [C:8]([O:34][C:33]([N:30]1[CH2:31][CH2:32][CH:27]([O:25][C:21]2[CH:20]=[C:19]3[C:24]([C:15]([C:8]4[C:7]([C:2]5[CH:3]=[CH:4][CH:5]=[CH:6][N:1]=5)=[N:11][N:10]5[CH2:12][CH2:13][CH2:14][C:9]=45)=[CH:16][CH:17]=[N:18]3)=[CH:23][CH:22]=2)[CH2:28][CH2:29]1)=[O:36])([CH3:15])([CH3:9])[CH3:7]. The catalyst class is: 9. (5) Reactant: N[C:2]1[CH:3]=[N:4][C:5]([CH2:11][C:12]2[N:13]([C:17]3[C:22]([Br:23])=[CH:21][CH:20]=[CH:19][N:18]=3)[N:14]=[CH:15][CH:16]=2)=[C:6]([CH2:8][CH2:9][CH3:10])[CH:7]=1.N([O-])=[O:25].[Na+].[OH-].[Na+]. Product: [Br:23][C:22]1[C:17]([N:13]2[C:12]([CH2:11][C:5]3[N:4]=[CH:3][C:2]([OH:25])=[CH:7][C:6]=3[CH2:8][CH2:9][CH3:10])=[CH:16][CH:15]=[N:14]2)=[N:18][CH:19]=[CH:20][CH:21]=1. The catalyst class is: 445. (6) Reactant: [Si:1]([O:18][CH2:19][CH2:20][C:21]1([C:37]2[CH:42]=[CH:41][CH:40]=[CH:39][CH:38]=2)[N:25]([C:26](=[S:28])[NH2:27])[N:24]=[C:23]([C:29]2[CH:34]=[C:33]([F:35])[CH:32]=[CH:31][C:30]=2[F:36])[S:22]1)([C:14]([CH3:17])([CH3:16])[CH3:15])([C:8]1[CH:13]=[CH:12][CH:11]=[CH:10][CH:9]=1)[C:2]1[CH:7]=[CH:6][CH:5]=[CH:4][CH:3]=1.Br[CH:44]1[C:49](=O)[CH2:48][CH2:47][N:46]([C:51]([O:53][C:54]([CH3:57])([CH3:56])[CH3:55])=[O:52])[CH2:45]1.CCN(C(C)C)C(C)C. Product: [Si:1]([O:18][CH2:19][CH2:20][C:21]1([C:37]2[CH:42]=[CH:41][CH:40]=[CH:39][CH:38]=2)[N:25]([C:26]2[S:28][C:44]3[CH2:45][N:46]([C:51]([O:53][C:54]([CH3:57])([CH3:56])[CH3:55])=[O:52])[CH2:47][CH2:48][C:49]=3[N:27]=2)[N:24]=[C:23]([C:29]2[CH:34]=[C:33]([F:35])[CH:32]=[CH:31][C:30]=2[F:36])[S:22]1)([C:14]([CH3:15])([CH3:16])[CH3:17])([C:8]1[CH:9]=[CH:10][CH:11]=[CH:12][CH:13]=1)[C:2]1[CH:7]=[CH:6][CH:5]=[CH:4][CH:3]=1. The catalyst class is: 8. (7) Reactant: [CH3:1][N:2]1[CH2:7][CH2:6][CH:5]([C:8]([O:10]C)=O)[CH2:4][CH2:3]1.O.[NH2:13][NH2:14]. Product: [CH3:1][N:2]1[CH2:7][CH2:6][CH:5]([C:8]([NH:13][NH2:14])=[O:10])[CH2:4][CH2:3]1. The catalyst class is: 8. (8) Reactant: [CH:1]([C:4]1[CH:9]=[CH:8][CH:7]=[CH:6][C:5]=1[NH:10][C:11]([NH:13]/[N:14]=[CH:15]/[C:16]1[CH:17]=[C:18]2[C:37](=[CH:38][CH:39]=1)[C:22]1[N:23]=[CH:24][N:25]([C:26]3[CH:31]=[CH:30][C:29]([O:32][C:33]([F:36])([F:35])[F:34])=[CH:28][CH:27]=3)[C:21]=1[CH:20]=[CH:19]2)=[S:12])([CH3:3])[CH3:2].Br[CH2:41][C:42](OC)=[O:43]. Product: [CH:1]([C:4]1[CH:9]=[CH:8][CH:7]=[CH:6][C:5]=1[N:10]1[C:42](=[O:43])[CH2:41][S:12]/[C:11]/1=[N:13]/[N:14]=[CH:15]\[C:16]1[CH:17]=[C:18]2[C:37](=[CH:38][CH:39]=1)[C:22]1[N:23]=[CH:24][N:25]([C:26]3[CH:31]=[CH:30][C:29]([O:32][C:33]([F:35])([F:36])[F:34])=[CH:28][CH:27]=3)[C:21]=1[CH:20]=[CH:19]2)([CH3:3])[CH3:2]. The catalyst class is: 8.